Dataset: Catalyst prediction with 721,799 reactions and 888 catalyst types from USPTO. Task: Predict which catalyst facilitates the given reaction. (1) Reactant: [Br:1][C:2]1[CH:3]=[C:4]2[C:9](=[CH:10][CH:11]=1)[N:8]([CH2:12][CH2:13][NH:14][CH2:15][CH3:16])[CH2:7][CH2:6][CH2:5]2.C(N(CC)CC)C.[C:24](O[C:24]([O:26][C:27]([CH3:30])([CH3:29])[CH3:28])=[O:25])([O:26][C:27]([CH3:30])([CH3:29])[CH3:28])=[O:25]. Product: [Br:1][C:2]1[CH:3]=[C:4]2[C:9](=[CH:10][CH:11]=1)[N:8]([CH2:12][CH2:13][N:14]([CH2:15][CH3:16])[C:24](=[O:25])[O:26][C:27]([CH3:30])([CH3:29])[CH3:28])[CH2:7][CH2:6][CH2:5]2. The catalyst class is: 12. (2) Reactant: [Br:1][C:2]1[CH:10]=[CH:9][CH:8]=[CH:7][C:3]=1[C:4](Cl)=[O:5].[CH3:11][N:12]1[CH2:17][CH2:16][NH:15][CH2:14][CH2:13]1. Product: [Br:1][C:2]1[CH:10]=[CH:9][CH:8]=[CH:7][C:3]=1[C:4]([N:15]1[CH2:16][CH2:17][N:12]([CH3:11])[CH2:13][CH2:14]1)=[O:5]. The catalyst class is: 11. (3) Reactant: [OH:1][CH2:2][C:3]1[CH:8]=[C:7]([C:9]2[CH:14]=[CH:13][C:12]([C:15]([F:18])([F:17])[F:16])=[CH:11][CH:10]=2)[C:6]([C:19]([OH:21])=[O:20])=[CH:5][CH:4]=1.C(N(CC)CC)C.[C:29](Cl)(=[O:31])[CH3:30].Cl. Product: [C:29]([O:1][CH2:2][C:3]1[CH:8]=[C:7]([C:9]2[CH:10]=[CH:11][C:12]([C:15]([F:18])([F:17])[F:16])=[CH:13][CH:14]=2)[C:6]([C:19]([OH:21])=[O:20])=[CH:5][CH:4]=1)(=[O:31])[CH3:30]. The catalyst class is: 30. (4) Reactant: [H-].[Na+].C1COCC1.[CH3:8][O:9][C:10]1[CH:15]=[C:14]([O:16][CH3:17])[N:13]=[C:12](S(C)(=O)=O)[N:11]=1.[CH3:22][C:23]([CH3:25])=[O:24]. Product: [CH3:8][O:9][C:10]1[CH:15]=[C:14]([O:16][CH3:17])[N:13]=[C:12]([CH2:22][C:23](=[O:24])[CH3:25])[N:11]=1. The catalyst class is: 6. (5) The catalyst class is: 17. Product: [CH2:1]([C:3]1[CH:8]=[CH:7][C:6]([S:9]([NH:19][C:17]2[N:16]([C:20]3[CH:29]=[CH:28][CH:27]=[C:26]4[C:21]=3[CH:22]=[CH:23][CH:24]=[N:25]4)[N:15]=[C:14]([CH3:13])[CH:18]=2)(=[O:11])=[O:10])=[CH:5][CH:4]=1)[CH3:2]. Reactant: [CH2:1]([C:3]1[CH:8]=[CH:7][C:6]([S:9](Cl)(=[O:11])=[O:10])=[CH:5][CH:4]=1)[CH3:2].[CH3:13][C:14]1[CH:18]=[C:17]([NH2:19])[N:16]([C:20]2[CH:29]=[CH:28][CH:27]=[C:26]3[C:21]=2[CH:22]=[CH:23][CH:24]=[N:25]3)[N:15]=1.ClCCl. (6) Reactant: [CH2:1]([O:8][N:9]1[C:15](=[O:16])[N:14]2[CH2:17][C@H:10]1[CH2:11][CH2:12][C@H:13]2[C:18]([OH:20])=O)[C:2]1[CH:7]=[CH:6][CH:5]=[CH:4][CH:3]=1.[NH2:21][O:22][CH2:23][CH2:24][C:25]1[CH:30]=[CH:29][CH:28]=[CH:27][N:26]=1.ON1C2C=CC=CC=2N=N1.Cl.C(N=C=NCCCN(C)C)C. Product: [CH2:1]([O:8][N:9]1[C:15](=[O:16])[N:14]2[CH2:17][C@H:10]1[CH2:11][CH2:12][C@H:13]2[C:18]([NH:21][O:22][CH2:23][CH2:24][C:25]1[CH:30]=[CH:29][CH:28]=[CH:27][N:26]=1)=[O:20])[C:2]1[CH:3]=[CH:4][CH:5]=[CH:6][CH:7]=1. The catalyst class is: 2. (7) Reactant: [N:1]1[CH:6]=[CH:5][CH:4]=[C:3]([OH:7])[CH:2]=1.[H-].[Na+].Br[C:11]1[S:12][CH:13]=[CH:14][N:15]=1. Product: [S:12]1[CH:13]=[CH:14][N:15]=[C:11]1[O:7][C:3]1[CH:2]=[N:1][CH:6]=[CH:5][CH:4]=1. The catalyst class is: 44.